The task is: Predict the reaction yield, written as a fraction of the theoretical maximum amount of product (1.0 means a 100% yield; for example, 0.34 means a 34% yield).. This data is from Reaction yield outcomes from USPTO patents with 853,638 reactions. (1) The reactants are [CH3:1][N:2]1[CH2:15][CH2:14][C:5]2[NH:6][C:7]3[CH:8]=[CH:9][C:10]([CH3:13])=[CH:11][C:12]=3[C:4]=2[CH2:3]1.[OH-].[K+].[CH2:18]([C:21]1[CH:26]=[CH:25][C:24]([CH:27]=[CH2:28])=[CH:23][N:22]=1)[CH2:19][CH3:20]. The catalyst is CN1CCCC1=O.O. The product is [CH3:1][N:2]1[CH2:15][CH2:14][C:5]2[N:6]([CH2:28][CH2:27][C:24]3[CH:23]=[N:22][C:21]([CH2:18][CH2:19][CH3:20])=[CH:26][CH:25]=3)[C:7]3[CH:8]=[CH:9][C:10]([CH3:13])=[CH:11][C:12]=3[C:4]=2[CH2:3]1. The yield is 0.0900. (2) The reactants are Cl[C:2]1[C:11](=[O:12])[C:10]2[C:5](=[CH:6][CH:7]=[CH:8][CH:9]=2)/[C:4](=[N:13]/[S:14]([C:17]2[CH:22]=[CH:21][C:20]([C:23]3[CH:28]=[CH:27][CH:26]=[CH:25][CH:24]=3)=[CH:19][CH:18]=2)(=[O:16])=[O:15])/[CH:3]=1.[CH3:29][N:30]1[C:34]([SH:35])=[N:33][N:32]=[N:31]1.N1C=CC=CC=1. The catalyst is C1COCC1. The product is [CH3:29][N:30]1[C:34]([S:35][C:2]2[C:11](=[O:12])[C:10]3[C:5](=[CH:6][CH:7]=[CH:8][CH:9]=3)/[C:4](=[N:13]/[S:14]([C:17]3[CH:22]=[CH:21][C:20]([C:23]4[CH:28]=[CH:27][CH:26]=[CH:25][CH:24]=4)=[CH:19][CH:18]=3)(=[O:16])=[O:15])/[CH:3]=2)=[N:33][N:32]=[N:31]1. The yield is 0.990. (3) The reactants are [CH3:1][C@@H:2]1[NH:7][CH2:6][CH2:5][N:4]([C:8]([O:10][C:11]([CH3:14])([CH3:13])[CH3:12])=[O:9])[CH2:3]1.[Cl:15][C:16]1[CH:21]=[C:20]([N+:22]([O-:24])=[O:23])[CH:19]=[CH:18][C:17]=1F.C(N(CC)CC)C.CCOC(C)=O. The catalyst is C(Cl)Cl. The product is [Cl:15][C:16]1[CH:21]=[C:20]([N+:22]([O-:24])=[O:23])[CH:19]=[CH:18][C:17]=1[N:7]1[CH2:6][CH2:5][N:4]([C:8]([O:10][C:11]([CH3:13])([CH3:12])[CH3:14])=[O:9])[CH2:3][C@@H:2]1[CH3:1]. The yield is 0.641. (4) The reactants are [F:1][C:2]1[CH:3]=[C:4]([CH:8]=[CH:9][C:10]=1[OH:11])[C:5]([OH:7])=[O:6].[F:12][C:13]1[CH:20]=[CH:19][C:16]([CH2:17]Br)=[CH:15][CH:14]=1.C(=O)([O-])[O-].[K+].[K+]. The catalyst is C1COCC1.O. The product is [F:12][C:13]1[CH:20]=[CH:19][C:16]([CH2:17][O:6][C:5](=[O:7])[C:4]2[CH:8]=[CH:9][C:10]([O:11][CH2:17][C:16]3[CH:19]=[CH:20][C:13]([F:12])=[CH:14][CH:15]=3)=[C:2]([F:1])[CH:3]=2)=[CH:15][CH:14]=1. The yield is 0.750. (5) The reactants are [Cl:1][C:2]1[N:3]=[C:4](Cl)[C:5]2[CH2:11][O:10][CH2:9][CH:8]([C:12]3[CH:17]=[CH:16][C:15]([Cl:18])=[CH:14][CH:13]=3)[C:6]=2[N:7]=1.[CH3:20][NH:21][CH3:22]. No catalyst specified. The product is [Cl:1][C:2]1[N:3]=[C:4]([N:21]([CH3:22])[CH3:20])[C:5]2[CH2:11][O:10][CH2:9][CH:8]([C:12]3[CH:17]=[CH:16][C:15]([Cl:18])=[CH:14][CH:13]=3)[C:6]=2[N:7]=1. The yield is 0.780. (6) The catalyst is [O-]CC.[Na+]. The product is [CH2:18]([O:19][C:2]1[N:3]=[CH:4][C:5]([NH:8][C:9](=[O:15])[O:10][CH2:11][CH3:14])=[N:6][CH:7]=1)[CH3:17]. The yield is 0.429. The reactants are Cl[C:2]1[N:3]=[CH:4][C:5]([NH:8][C:9](=[O:15])[O:10][C:11]([CH3:14])(C)C)=[N:6][CH:7]=1.Cl.[CH3:17][CH2:18][O:19]C(C)=O. (7) The reactants are [C:1]([O:9][CH3:10])(=[O:8])[C:2]1[CH:7]=[CH:6][CH:5]=[CH:4][CH:3]=1.[C:11]1([CH2:17]CO)[CH:16]=[CH:15][CH:14]=[CH:13][CH:12]=1. No catalyst specified. The product is [C:1]([O:9][CH2:10][CH2:17][C:11]1[CH:16]=[CH:15][CH:14]=[CH:13][CH:12]=1)(=[O:8])[C:2]1[CH:7]=[CH:6][CH:5]=[CH:4][CH:3]=1. The yield is 0.810.